From a dataset of Reaction yield outcomes from USPTO patents with 853,638 reactions. Predict the reaction yield, written as a fraction of the theoretical maximum amount of product (1.0 means a 100% yield; for example, 0.34 means a 34% yield). The product is [Br:1][C:2]1[C:10]2[C:5](=[CH:6][C:7]([C:11]([NH:31][C@@H:29]([C:27]3[O:26][N:25]=[C:24]([CH3:23])[N:28]=3)[CH3:30])=[O:13])=[CH:8][CH:9]=2)[N:4]([C:14]2[CH:15]=[CH:16][C:17]([CH3:20])=[CH:18][CH:19]=2)[N:3]=1. The catalyst is CN(C)C=O. The yield is 0.900. The reactants are [Br:1][C:2]1[C:10]2[C:5](=[CH:6][C:7]([C:11]([OH:13])=O)=[CH:8][CH:9]=2)[N:4]([C:14]2[CH:19]=[CH:18][C:17]([CH3:20])=[CH:16][CH:15]=2)[N:3]=1.Cl.Cl.[CH3:23][C:24]1[N:28]=[C:27]([C@H:29]([NH2:31])[CH3:30])[O:26][N:25]=1.Cl.CN(C)CCCN=C=NCC.ON1C2N=CC=CC=2N=N1.CN1CCOCC1.